The task is: Predict the reactants needed to synthesize the given product.. This data is from Full USPTO retrosynthesis dataset with 1.9M reactions from patents (1976-2016). (1) Given the product [CH3:1][O:12][C:11](=[O:13])[CH2:10][CH2:9][CH2:8][CH2:7][CH2:6][Br:5], predict the reactants needed to synthesize it. The reactants are: [C:1](Cl)(=O)C.[Br:5][CH2:6][CH2:7][CH2:8][CH2:9][CH2:10][C:11]([OH:13])=[O:12]. (2) Given the product [CH3:21][C:20]1[CH:19]=[CH:18][C:17]([S:14]([O:16][CH2:1][C:2]([C:4]2[CH:9]=[CH:8][C:7]([F:10])=[CH:6][CH:5]=2)=[O:3])(=[O:15])=[O:13])=[CH:23][CH:22]=1, predict the reactants needed to synthesize it. The reactants are: [CH3:1][C:2]([C:4]1[CH:9]=[CH:8][C:7]([F:10])=[CH:6][CH:5]=1)=[O:3].OI(C1C=CC=CC=1)[O:13][S:14]([C:17]1[CH:23]=[CH:22][C:20]([CH3:21])=[CH:19][CH:18]=1)(=[O:16])=[O:15]. (3) Given the product [Cl:1][C:2]1[C:9]([O:10][CH2:20][C:19]([F:30])([F:29])[F:18])=[CH:8][CH:7]=[C:6]([Cl:11])[C:3]=1[CH:4]=[O:5], predict the reactants needed to synthesize it. The reactants are: [Cl:1][C:2]1[C:9]([OH:10])=[CH:8][CH:7]=[C:6]([Cl:11])[C:3]=1[CH:4]=[O:5].C(=O)([O-])[O-].[Cs+].[Cs+].[F:18][C:19]([F:30])([F:29])[CH2:20]OS(C(F)(F)F)(=O)=O.O. (4) The reactants are: Br[C:2]1[N:3]=[C:4]([O:28][CH3:29])[C:5]([N:8](COCC[Si](C)(C)C)[S:9]([C:12]2[CH:17]=[CH:16][CH:15]=[C:14]([Cl:18])[C:13]=2[Cl:19])(=[O:11])=[O:10])=[N:6][CH:7]=1.[CH3:30][O:31][C:32](=[O:35])[CH2:33][SH:34].[C:36](=O)([O-])[O-].[Cs+].[Cs+]. Given the product [C:32]([O:31][CH2:30][CH3:2])(=[O:35])[CH3:33].[CH3:12][CH2:17][CH2:16][CH:15]([CH3:14])[CH3:36].[Cl:19][C:13]1[C:14]([Cl:18])=[CH:15][CH:16]=[CH:17][C:12]=1[S:9]([NH:8][C:5]1[N:6]=[CH:7][C:2]([S:34][CH2:33][C:32]([OH:35])=[O:31])=[N:3][C:4]=1[O:28][CH3:29])(=[O:10])=[O:11], predict the reactants needed to synthesize it.